Dataset: Catalyst prediction with 721,799 reactions and 888 catalyst types from USPTO. Task: Predict which catalyst facilitates the given reaction. (1) Reactant: F[C:2]1[CH:9]=[CH:8][C:7]([C:10]([F:13])([F:12])[F:11])=[CH:6][C:3]=1[C:4]#[N:5].[H-].[Na+].[CH3:16][N:17]1[CH2:21][CH2:20][C@H:19]([OH:22])[CH2:18]1. Product: [CH3:16][N:17]1[CH2:21][CH2:20][C@H:19]([O:22][C:2]2[CH:9]=[CH:8][C:7]([C:10]([F:13])([F:12])[F:11])=[CH:6][C:3]=2[C:4]#[N:5])[CH2:18]1. The catalyst class is: 7. (2) The catalyst class is: 2. Product: [CH3:21][N:22]1[CH2:27][CH2:26][N:25]([CH2:14][C:6]2[CH:7]=[C:8]([C:10]([F:13])([F:12])[F:11])[CH:9]=[C:4]([N+:1]([O-:3])=[O:2])[CH:5]=2)[CH2:24][CH2:23]1. Reactant: [N+:1]([C:4]1[CH:5]=[C:6]([CH2:14]O)[CH:7]=[C:8]([C:10]([F:13])([F:12])[F:11])[CH:9]=1)([O-:3])=[O:2].CS(Cl)(=O)=O.[CH3:21][N:22]1[CH2:27][CH2:26][NH:25][CH2:24][CH2:23]1. (3) Reactant: [CH3:1][N:2]([C@H:10]([CH2:23][C@H:24]1[CH2:29][CH2:28][CH2:27][O:26][CH2:25]1)[CH2:11][NH:12]C(OCC1C=CC=CC=1)=O)[C:3](=[O:9])[O:4][C:5]([CH3:8])([CH3:7])[CH3:6]. Product: [NH2:12][CH2:11][C@H:10]([N:2]([CH3:1])[C:3](=[O:9])[O:4][C:5]([CH3:6])([CH3:8])[CH3:7])[CH2:23][C@H:24]1[CH2:29][CH2:28][CH2:27][O:26][CH2:25]1. The catalyst class is: 19. (4) Reactant: [CH2:1]([C:3]1[CH:8]=[CH:7][C:6]([C:9]2[C:13]([CH2:14][OH:15])=[C:12]([C:16]([F:19])([F:18])[F:17])[S:11][N:10]=2)=[CH:5][CH:4]=1)[CH3:2].C(N(CC)CC)C.[CH3:27][S:28](Cl)(=[O:30])=[O:29]. Product: [CH3:27][S:28]([O:15][CH2:14][C:13]1[C:9]([C:6]2[CH:5]=[CH:4][C:3]([CH2:1][CH3:2])=[CH:8][CH:7]=2)=[N:10][S:11][C:12]=1[C:16]([F:19])([F:18])[F:17])(=[O:30])=[O:29]. The catalyst class is: 4. (5) Reactant: [OH:1][C:2]1[CH:3]=[C:4]([C@@H:8]2[CH2:13][CH2:12][CH2:11][C@@H:10]([NH2:14])[CH2:9]2)[CH:5]=[CH:6][CH:7]=1.[Cl:15][C:16]1[CH:17]=[C:18]([CH:22]=[CH:23][CH:24]=1)[C@H:19]1[O:21][CH2:20]1. Product: [Cl:15][C:16]1[CH:17]=[C:18]([C@@H:19]([OH:21])[CH2:20][NH:14][C@@H:10]2[CH2:11][CH2:12][CH2:13][C@@H:8]([C:4]3[CH:5]=[CH:6][CH:7]=[C:2]([OH:1])[CH:3]=3)[CH2:9]2)[CH:22]=[CH:23][CH:24]=1. The catalyst class is: 11. (6) Reactant: [CH2:1]([NH:8][CH2:9][CH2:10][C:11]1[N:15]([C@@H:16]2[CH2:25][C:24]3[C:19](=[C:20]([F:27])[CH:21]=[C:22]([F:26])[CH:23]=3)[O:18][CH2:17]2)[C:14](=[S:28])[NH:13][CH:12]=1)[C:2]1[CH:7]=[CH:6][CH:5]=[CH:4][CH:3]=1.[ClH:29].C1(C)C=CC=CC=1. Product: [ClH:29].[CH2:1]([NH:8][CH2:9][CH2:10][C:11]1[N:15]([C@@H:16]2[CH2:25][C:24]3[C:19](=[C:20]([F:27])[CH:21]=[C:22]([F:26])[CH:23]=3)[O:18][CH2:17]2)[C:14](=[S:28])[NH:13][CH:12]=1)[C:2]1[CH:7]=[CH:6][CH:5]=[CH:4][CH:3]=1. The catalyst class is: 5. (7) Reactant: [Br:1][C:2]1[S:6][C:5]([S:7](Cl)(=[O:9])=[O:8])=[CH:4][CH:3]=1.[CH3:11][NH2:12].O1CCCC1. Product: [CH3:11][NH:12][S:7]([C:5]1[S:6][C:2]([Br:1])=[CH:3][CH:4]=1)(=[O:9])=[O:8]. The catalyst class is: 30. (8) Reactant: [CH2:1]([C:13]1[CH:18]=[CH:17][CH:16]=[CH:15][C:14]=1[S:19]([OH:22])(=[O:21])=[O:20])[CH2:2][CH2:3][CH2:4][CH2:5][CH2:6][CH2:7][CH2:8][CH2:9][CH2:10][CH2:11][CH3:12].[NH2:23][C:24]1[CH:29]=[CH:28][CH:27]=[CH:26][CH:25]=1. Product: [CH2:1]([C:13]1[CH:18]=[CH:17][CH:16]=[CH:15][C:14]=1[S:19]([OH:22])(=[O:20])=[O:21])[CH2:2][CH2:3][CH2:4][CH2:5][CH2:6][CH2:7][CH2:8][CH2:9][CH2:10][CH2:11][CH3:12].[NH2:23][C:24]1[CH:29]=[CH:28][CH:27]=[CH:26][CH:25]=1. The catalyst class is: 6. (9) Reactant: [C:1]1([S:7]([C:10]2[CH:19]=[C:18]3[C:13]([CH:14]([C:20]#[N:21])[CH2:15][CH2:16][O:17]3)=[CH:12][CH:11]=2)(=[O:9])=[O:8])[CH:6]=[CH:5][CH:4]=[CH:3][CH:2]=1.CN(C=O)C. Product: [C:1]1([S:7]([C:10]2[CH:19]=[C:18]3[C:13]([CH:14]([CH2:20][NH2:21])[CH2:15][CH2:16][O:17]3)=[CH:12][CH:11]=2)(=[O:9])=[O:8])[CH:2]=[CH:3][CH:4]=[CH:5][CH:6]=1. The catalyst class is: 1.